The task is: Predict the reaction yield, written as a fraction of the theoretical maximum amount of product (1.0 means a 100% yield; for example, 0.34 means a 34% yield).. This data is from Reaction yield outcomes from USPTO patents with 853,638 reactions. (1) The reactants are [SH:1][C:2]1[Se:3][C:4]2[CH:10]=[CH:9][CH:8]=[CH:7][C:5]=2[N:6]=1.Br[CH2:12][C:13](=[O:19])[C:14]([O:16][CH2:17][CH3:18])=[O:15]. The catalyst is CC#N.ClCCl. The product is [CH2:17]([O:16][C:14](=[O:15])[C:13](=[O:19])[CH2:12][S:1][C:2]1[Se:3][C:4]2[CH:10]=[CH:9][CH:8]=[CH:7][C:5]=2[N:6]=1)[CH3:18]. The yield is 0.890. (2) The reactants are C[O:2][C:3]1[CH:8]=[C:7]([C:9]2[CH:14]=[CH:13][C:12]([C:15]3([N:18]4[CH2:23][CH2:22][C:21]([CH2:30][C:31]([CH3:33])=[CH2:32])([C:24]5[CH:29]=[CH:28][CH:27]=[CH:26][CH:25]=5)[O:20][C:19]4=[O:34])[CH2:17][CH2:16]3)=[CH:11][CH:10]=2)[CH:6]=[CH:5][N:4]=1.[C:35]([O-])([O-])=O.[K+].[K+].IC. The catalyst is C(#N)C. The product is [CH3:35][N:4]1[CH:5]=[CH:6][C:7]([C:9]2[CH:14]=[CH:13][C:12]([C:15]3([N:18]4[CH2:23][CH2:22][C:21]([CH2:30][C:31]([CH3:33])=[CH2:32])([C:24]5[CH:29]=[CH:28][CH:27]=[CH:26][CH:25]=5)[O:20][C:19]4=[O:34])[CH2:16][CH2:17]3)=[CH:11][CH:10]=2)=[CH:8][C:3]1=[O:2]. The yield is 0.830. (3) The reactants are [Cl:1][C:2]1[C:7]2[C:8](=[O:12])[NH:9][CH:10](O)[C:6]=2[C:5]([F:13])=[C:4]([Cl:14])[N:3]=1.C(Cl)Cl.C(O)(C(F)(F)F)=O.[SiH](CC)(CC)CC. The catalyst is C(OC)(C)(C)C. The product is [Cl:1][C:2]1[C:7]2[C:8](=[O:12])[NH:9][CH2:10][C:6]=2[C:5]([F:13])=[C:4]([Cl:14])[N:3]=1. The yield is 0.940. (4) The reactants are [NH2:1][C:2]1[C:3]2[N:4]([C:8]([C:25]3[CH:26]=[C:27]([CH:40]=[CH:41][CH:42]=3)[CH2:28][N:29]3C(=O)C4C(=CC=CC=4)C3=O)=[N:9][C:10]=2[C:11]2[CH:16]=[CH:15][CH:14]=[C:13]([O:17][CH2:18][C:19]3[CH:24]=[CH:23][CH:22]=[CH:21][CH:20]=3)[CH:12]=2)[CH:5]=[CH:6][N:7]=1. The catalyst is C(Cl)Cl. The product is [NH2:29][CH2:28][C:27]1[CH:26]=[C:25]([C:8]2[N:4]3[CH:5]=[CH:6][N:7]=[C:2]([NH2:1])[C:3]3=[C:10]([C:11]3[CH:16]=[CH:15][CH:14]=[C:13]([O:17][CH2:18][C:19]4[CH:20]=[CH:21][CH:22]=[CH:23][CH:24]=4)[CH:12]=3)[N:9]=2)[CH:42]=[CH:41][CH:40]=1. The yield is 0.430. (5) The reactants are [Br:1][C:2]1[CH:8]=[CH:7][C:5]([NH2:6])=[C:4]([F:9])[CH:3]=1.C[Si]([N-][Si](C)(C)C)(C)C.[Li+].Cl[C:21]1[N:22]([CH3:32])[C:23](=[O:31])[CH:24]=[CH:25][C:26]=1[C:27]([O:29][CH3:30])=[O:28]. The yield is 0.650. The product is [Br:1][C:2]1[CH:8]=[CH:7][C:5]([NH:6][C:21]2[N:22]([CH3:32])[C:23](=[O:31])[CH:24]=[CH:25][C:26]=2[C:27]([O:29][CH3:30])=[O:28])=[C:4]([F:9])[CH:3]=1. The catalyst is C1COCC1. (6) The reactants are [F:1][CH:2]([F:13])[C:3]1[N:8]=[C:7]([CH2:9][CH2:10][CH3:11])[NH:6][C:5](=[O:12])[CH:4]=1.Br[CH2:15][C:16]1[CH:21]=[CH:20][C:19]([C:22]2[C:23]([C:28]#[N:29])=[CH:24][CH:25]=[CH:26][CH:27]=2)=[CH:18][CH:17]=1.C(=O)([O-])[O-].[K+].[K+]. The catalyst is C(#N)C.C(OCC)(=O)C. The product is [F:13][CH:2]([F:1])[C:3]1[N:8]=[C:7]([CH2:9][CH2:10][CH3:11])[N:6]([CH2:15][C:16]2[CH:17]=[CH:18][C:19]([C:22]3[C:23]([C:28]#[N:29])=[CH:24][CH:25]=[CH:26][CH:27]=3)=[CH:20][CH:21]=2)[C:5](=[O:12])[CH:4]=1. The yield is 0.380. (7) The reactants are O[CH:2]([CH2:16][CH2:17][CH2:18][CH2:19][CH2:20][C:21]1[CH:26]=[CH:25][CH:24]=[CH:23][CH:22]=1)[C:3]([C:5]1[O:6][C:7]([C:10]2[CH:15]=[CH:14][CH:13]=[CH:12][N:11]=2)=[CH:8][N:9]=1)=[O:4].[BH4-].[Na+].C[OH:30]. No catalyst specified. The product is [C:21]1([CH2:20][CH2:19][CH2:18][CH2:17][CH:16]([OH:30])[CH2:2][CH:3]([C:5]2[O:6][C:7]([C:10]3[CH:15]=[CH:14][CH:13]=[CH:12][N:11]=3)=[CH:8][N:9]=2)[OH:4])[CH:26]=[CH:25][CH:24]=[CH:23][CH:22]=1. The yield is 0.990.